From a dataset of Forward reaction prediction with 1.9M reactions from USPTO patents (1976-2016). Predict the product of the given reaction. (1) Given the reactants [Br:1][C:2]1[C:7](F)=[CH:6][C:5](F)=[CH:4][C:3]=1F.[CH3:11][O:12][CH2:13][CH2:14][OH:15], predict the reaction product. The product is: [Br:1][C:2]1[C:7]([O:15][CH2:14][CH2:13][O:12][CH3:11])=[CH:6][C:5]([O:15][CH2:14][CH2:13][O:12][CH3:11])=[CH:4][C:3]=1[O:15][CH2:14][CH2:13][O:12][CH3:11]. (2) Given the reactants Cl[C:2]1[C:7]([C:8]([O:10][CH2:11][CH3:12])=[O:9])=[C:6]([NH:13][C:14]2[CH:19]=[CH:18][CH:17]=[C:16]([C:20]3[N:25]=[CH:24][CH:23]=[CH:22][N:21]=3)[CH:15]=2)[N:5]=[C:4]([S:26][CH3:27])[N:3]=1.[CH2:28]([O:30]/[CH:31]=[CH:32]/B1OC(C)(C)C(C)(C)O1)[CH3:29].COC1C=CC=C(OC)C=1C1C=CC=CC=1P(C1CCCCC1)C1CCCCC1.[O-]P([O-])([O-])=O.[K+].[K+].[K+], predict the reaction product. The product is: [CH2:31]([O:30]/[CH:28]=[CH:29]/[C:2]1[C:7]([C:8]([O:10][CH2:11][CH3:12])=[O:9])=[C:6]([NH:13][C:14]2[CH:19]=[CH:18][CH:17]=[C:16]([C:20]3[N:25]=[CH:24][CH:23]=[CH:22][N:21]=3)[CH:15]=2)[N:5]=[C:4]([S:26][CH3:27])[N:3]=1)[CH3:32]. (3) Given the reactants [OH-].[Li+].[F:3][C:4]1[CH:5]=[C:6]([CH:10]2[N:15]([CH2:16][C:17]([O:19]C)=[O:18])[C:14](=[O:21])[C:13]3([CH2:27][O:26][CH2:25][CH2:24][O:23][CH2:22]3)[N:12]([C:28]([O:30][C:31]([CH3:34])([CH3:33])[CH3:32])=[O:29])[CH2:11]2)[CH:7]=[CH:8][CH:9]=1, predict the reaction product. The product is: [C:31]([O:30][C:28]([N:12]1[C:13]2([CH2:27][O:26][CH2:25][CH2:24][O:23][CH2:22]2)[C:14](=[O:21])[N:15]([CH2:16][C:17]([OH:19])=[O:18])[CH:10]([C:6]2[CH:7]=[CH:8][CH:9]=[C:4]([F:3])[CH:5]=2)[CH2:11]1)=[O:29])([CH3:34])([CH3:32])[CH3:33]. (4) Given the reactants [H-].[Na+].[F:3][C:4]1[CH:5]=[C:6]2[C:10](=[CH:11][CH:12]=1)[NH:9][CH:8]=[C:7]2[CH2:13][CH2:14][C:15]1[CH:16]=[N:17][CH:18]=[CH:19][CH:20]=1.C[N:22](C=O)C, predict the reaction product. The product is: [F:3][C:4]1[CH:5]=[C:6]2[C:10](=[CH:11][CH:12]=1)[N:9]([NH2:22])[CH:8]=[C:7]2[CH2:13][CH2:14][C:15]1[CH:16]=[N:17][CH:18]=[CH:19][CH:20]=1. (5) Given the reactants [Br:1][C:2]1[CH:3]=[CH:4][C:5]([I:9])=[C:6]([CH3:8])[CH:7]=1.O[CH2:11][N:12]1[C:16](=[O:17])[C:15]2=[CH:18][CH:19]=[CH:20][CH:21]=[C:14]2[C:13]1=[O:22].S(=O)(=O)(O)O.O, predict the reaction product. The product is: [Br:1][C:2]1[CH:7]=[C:6]([CH3:8])[C:5]([I:9])=[CH:4][C:3]=1[CH2:11][N:12]1[C:16](=[O:17])[C:15]2[C:14](=[CH:21][CH:20]=[CH:19][CH:18]=2)[C:13]1=[O:22]. (6) The product is: [OH:13][C@@H:12]1[C@H:11]([OH:15])[C@@H:10]([CH2:9][OH:8])[C:19]2([CH2:21][CH2:20]2)[C@H:18]1[N:22]1[CH:27]=[CH:26][C:25](=[O:28])[NH:24][C:23]1=[O:29]. Given the reactants [Si]([O:8][CH2:9][C@H:10]1[C:19]2([CH2:21][CH2:20]2)[C@@H:18]([N:22]2[CH:27]=[CH:26][C:25](=[O:28])[NH:24][C:23]2=[O:29])[C@@H:12]2[O:13]C(C)(C)[O:15][C@H:11]12)(C(C)(C)C)(C)C, predict the reaction product.